Dataset: Reaction yield outcomes from USPTO patents with 853,638 reactions. Task: Predict the reaction yield, written as a fraction of the theoretical maximum amount of product (1.0 means a 100% yield; for example, 0.34 means a 34% yield). The yield is 0.140. The catalyst is C1COCC1. The reactants are [NH2:1][C@@H:2]([CH2:33][C:34]1[CH:39]=[CH:38][CH:37]=[CH:36][CH:35]=1)[C@@H:3]([OH:32])[CH2:4][C@@H:5]([NH:19][C:20]([C@@H:22]([NH:27][C:28](=[O:31])[O:29][CH3:30])[C:23]([CH3:26])([CH3:25])[CH3:24])=[O:21])[CH2:6][C:7]1[CH:12]=[CH:11][C:10]([C:13]2[CH:18]=[CH:17][CH:16]=[CH:15][N:14]=2)=[CH:9][CH:8]=1.[CH3:40][C:41]([CH3:64])([CH3:63])[C@H:42]([N:46]1[CH2:50][CH2:49][N:48]([CH2:51][C:52]2[N:56]([CH3:57])[C:55]3[CH:58]=[CH:59][CH:60]=[CH:61][C:54]=3[N:53]=2)[C:47]1=[O:62])[C:43](O)=[O:44].CCOP(ON1N=NC2C=CC=CC=2C1=O)(OCC)=O.C(N(CC)C(C)C)(C)C. The product is [CH3:40][C:41]([CH3:64])([CH3:63])[C@H:42]([N:46]1[CH2:50][CH2:49][N:48]([CH2:51][C:52]2[N:56]([CH3:57])[C:55]3[CH:58]=[CH:59][CH:60]=[CH:61][C:54]=3[N:53]=2)[C:47]1=[O:62])[C:43]([NH:1][C@@H:2]([CH2:33][C:34]1[CH:35]=[CH:36][CH:37]=[CH:38][CH:39]=1)[C@@H:3]([OH:32])[CH2:4][C@@H:5]([NH:19][C:20]([C@@H:22]([NH:27][C:28](=[O:31])[O:29][CH3:30])[C:23]([CH3:26])([CH3:25])[CH3:24])=[O:21])[CH2:6][C:7]1[CH:12]=[CH:11][C:10]([C:13]2[CH:18]=[CH:17][CH:16]=[CH:15][N:14]=2)=[CH:9][CH:8]=1)=[O:44].